From a dataset of Drug-target binding data from BindingDB using IC50 measurements. Regression. Given a target protein amino acid sequence and a drug SMILES string, predict the binding affinity score between them. We predict pIC50 (pIC50 = -log10(IC50 in M); higher means more potent). Dataset: bindingdb_ic50. (1) The small molecule is NCCNS(=O)(=O)c1ccc(Cl)c2ccncc12. The target protein (P00514) has sequence MASGTTASEEERSLRECELYVQKHNIQALLKDSIVQLCTARPERPMAFLREYFEKLEKEEAKQIQNLQKAGSRADSREDEISPPPPNPVVKGRRRRGAISAEVYTEEDAASYVRKVIPKDYKTMAALAKAIEKNVLFSHLDDNERSDIFDAMFPVSFIAGETVIQQGDEGDNFYVIDQGEMDVYVNNEWATSVGEGGSFGELALIYGTPRAATVKAKTNVKLWGIDRDSYRRILMGSTLRKRKMYEEFLSKVSILESLDKWERLTVADALEPVQFEDGQKIVVQGEPGDEFFIILEGSAAVLQRRSENEEFVEVGRLGPSDYFGEIALLMNRPRAATVVARGPLKCVKLDRPRFERVLGPCSDILKRNIQQYNSFVSLSV. The pIC50 is 3.3. (2) The small molecule is CCCCN1C[C@H](O)[C@@H](O)[C@H](O)[C@H]1CO. The target protein sequence is MAKKKFSGLEISLIVLFIIVTIIAIALVVVLATKVPAVEEVKSPTSTPSPGRCPPEQGEPLNERINCIPEQHPTKAKCEERGCCWRPWNNTIIPWCFFADNHGYTAASVTNDNSGLKATLSRIPSPTLFGEDIKSVLLTTQSQTRNRFRFKLTDPNNKRYEVPHQFVKDGNGIPAADTLYDVKVSENPFSIKVIRKSNNKVLFDTSIGPLVYSNQYLQISTRLPSEYIYGFGEHIHKRFRHDLYWKTWPIFTRDEIPGDNNHNLYGHQTFFMGIEDNSGKSYGVFLMNSNAMEVFIQPTPIITYRVTGGVLDFYIFLGDTPEQVVQQYQELIGRPAMPAYWNLGFQLSRWNYVSLDKVKEVVRRNREAGIPYDAQVTDIDYMEDKKDFTYDEVAFKGLPEFAQDLHNHGQKYIIILDPAISINKRANGAEYQTYVRGNEQNVWVKESDGTTSLIGEVWPGLTVYPDFTNPRTWEWWANECNLFHQQVEYDGLWIDMNEVS.... The pIC50 is 6.2. (3) The compound is C[n+]1ccc(/C=C/c2cccc3ccccc23)cc1. The target protein (Q90YJ9) has sequence MPDLEKDMQKKEKDSRSKDEPAVPKLPVPPLQQTLQMYLQCMKHLVPEEQFRKTKSIVEQFGVAGGLGESLQLILEERREETTNWVFNYWLDDMYLNNRLALPVNSSPAIIFARQNFKDVNDQLRFAANLISGVQDYKALLDSHALPVDFARGQLSGQPLCMKQYYGLFSSYRLPGHTKDTLVAQKSCVMPEPEHIIVACNNQLFVLDVGINFRRLSEGDLFTQLRKIAKMAENEEEMLPPIGLLTTDGRTEWAEARTILMKDSTNRDSLDMIERCICLVCLDGTSGVELNDTNMALQLLHGGGYHKNGANRWYDKPMQFVVGRDGVCGTVCEHSPFDGIVLVQCTEHLLKHMKESSKKLLRADSVSELPAPRRLRWKCSPEIQAHLASSAEKLQRIVKNLDFIAYKFVNYGKEFIKKQKTSPDAYIQVALQLAFYRCHRRLVPTYESASIRRFDEGRVDNIRSATAEAFAFVKAMIDDKPALSDSEKMQRFKDAIAAQT.... The pIC50 is 4.4.